From a dataset of Full USPTO retrosynthesis dataset with 1.9M reactions from patents (1976-2016). Predict the reactants needed to synthesize the given product. (1) Given the product [Br:1][C:2]1[C:3]([NH:10][C@H:11]2[CH2:16][CH2:15][CH2:14][N:13]([S:29]([CH2:28][CH:27]([CH3:33])[CH3:26])(=[O:31])=[O:30])[CH2:12]2)=[N:4][C:5]([S:8][CH3:9])=[N:6][CH:7]=1, predict the reactants needed to synthesize it. The reactants are: [Br:1][C:2]1[C:3]([NH:10][C@H:11]2[CH2:16][CH2:15][CH2:14][NH:13][CH2:12]2)=[N:4][C:5]([S:8][CH3:9])=[N:6][CH:7]=1.C(N(C(C)C)CC)(C)C.[CH3:26][CH:27]([CH3:33])[CH2:28][S:29](Cl)(=[O:31])=[O:30]. (2) Given the product [CH2:1]([C@@H:8]([C:9]([N:38]([C:35]1[S:36][CH:37]=[C:33]([C:28]2[CH:29]=[CH:30][CH:31]=[CH:32][C:27]=2[C:24]2[CH:25]=[N:26][C:21]([Cl:20])=[CH:22][CH:23]=2)[N:34]=1)[CH3:39])=[O:11])[CH2:12][C:13]([OH:15])=[O:14])[C:2]1[CH:3]=[CH:4][CH:5]=[CH:6][CH:7]=1.[Cl:20][C:21]1[N:26]=[CH:25][C:24]([C:27]2[CH:32]=[CH:31][CH:30]=[CH:29][C:28]=2[C:33]2[N:34]=[C:35]([NH:38][CH3:39])[S:36][CH:37]=2)=[CH:23][CH:22]=1, predict the reactants needed to synthesize it. The reactants are: [CH2:1]([C@H:8]([CH2:12][C:13]([O:15]C(C)(C)C)=[O:14])[C:9]([OH:11])=O)[C:2]1[CH:7]=[CH:6][CH:5]=[CH:4][CH:3]=1.[Cl:20][C:21]1[N:26]=[CH:25][C:24]([C:27]2[CH:32]=[CH:31][CH:30]=[CH:29][C:28]=2[C:33]2[N:34]=[C:35]([NH:38][CH3:39])[S:36][CH:37]=2)=[CH:23][CH:22]=1.ClC1N=CC(B(O)O)=CC=1. (3) Given the product [CH3:37][C:38]([S:43]([CH3:46])(=[O:45])=[O:44])([CH3:42])[C:39]([NH:3][CH2:4][CH2:5][N:6]1[C:14]2[C:13]([NH:15][C:16]3[CH:17]=[C:18]4[C:22](=[CH:23][CH:24]=3)[N:21]([CH2:25][C:26]3[CH:31]=[CH:30][CH:29]=[C:28]([O:32][C:33]([F:35])([F:34])[F:36])[CH:27]=3)[CH:20]=[CH:19]4)=[N:12][CH:11]=[N:10][C:9]=2[CH:8]=[CH:7]1)=[O:40], predict the reactants needed to synthesize it. The reactants are: Cl.Cl.[NH2:3][CH2:4][CH2:5][N:6]1[C:14]2[C:13]([NH:15][C:16]3[CH:17]=[C:18]4[C:22](=[CH:23][CH:24]=3)[N:21]([CH2:25][C:26]3[CH:31]=[CH:30][CH:29]=[C:28]([O:32][C:33]([F:36])([F:35])[F:34])[CH:27]=3)[CH:20]=[CH:19]4)=[N:12][CH:11]=[N:10][C:9]=2[CH:8]=[CH:7]1.[CH3:37][C:38]([S:43]([CH3:46])(=[O:45])=[O:44])([CH3:42])[C:39](O)=[O:40].ON1C2C=CC=CC=2N=N1.Cl.C(N=C=NCCCN(C)C)C. (4) The reactants are: [CH3:1][N:2]1[CH2:7][CH2:6][C:5]([C:10]2[CH:15]=[CH:14][C:13]([F:16])=[CH:12][CH:11]=2)([CH2:8][NH2:9])[CH2:4][CH2:3]1.C(N(CC)CC)C.[C:24]([C:26]1[C:27]([O:38][CH3:39])=[C:28]([CH2:36]I)[C:29]2[C:34]([CH:35]=1)=[CH:33][CH:32]=[CH:31][CH:30]=2)#[N:25]. Given the product [CH3:1][N:2]1[CH2:3][CH2:4][C:5]([C:10]2[CH:11]=[CH:12][C:13]([F:16])=[CH:14][CH:15]=2)([CH2:8][NH:9][CH2:36][C:28]2[C:29]3[C:34](=[CH:33][CH:32]=[CH:31][CH:30]=3)[CH:35]=[C:26]([C:24]#[N:25])[C:27]=2[O:38][CH3:39])[CH2:6][CH2:7]1, predict the reactants needed to synthesize it. (5) Given the product [CH3:1][N:2]1[C@H:11]2[CH2:12][C:13]3[CH:18]=[CH:17][C:16]([OH:19])=[CH:15][C:14]=3[C@:5]3([C@@H:10]2[CH2:9][CH2:8][CH2:7][CH2:6]3)[CH2:4][CH2:3]1, predict the reactants needed to synthesize it. The reactants are: [CH3:1][N:2]1[C@H:11]2[CH2:12][C:13]3[CH:18]=[CH:17][C:16]([OH:19])=[CH:15][C:14]=3[C@:5]3([C@@H:10]2[CH2:9][CH2:8][CH2:7][CH2:6]3)[CH2:4][CH2:3]1.Br. (6) The reactants are: [C:1]1([O:7][C:8](Cl)=[O:9])[CH:6]=[CH:5][CH:4]=[CH:3][CH:2]=1.[Cl:11][C:12]1[N:17]=[CH:16][C:15]([C:18]#[C:19][C:20]2[CH:21]=[C:22]([NH2:26])[CH:23]=[CH:24][CH:25]=2)=[CH:14][N:13]=1.N1C=CC=CC=1. Given the product [Cl:11][C:12]1[N:13]=[CH:14][C:15]([C:18]#[C:19][C:20]2[CH:21]=[C:22]([NH:26][C:8](=[O:9])[O:7][C:1]3[CH:6]=[CH:5][CH:4]=[CH:3][CH:2]=3)[CH:23]=[CH:24][CH:25]=2)=[CH:16][N:17]=1, predict the reactants needed to synthesize it. (7) Given the product [C:11]([O:10][C:8]([N:5]1[CH2:6][CH2:7][C:2]([NH2:19])([C:21]#[N:15])[CH2:3][CH2:4]1)=[O:9])([CH3:14])([CH3:13])[CH3:12], predict the reactants needed to synthesize it. The reactants are: O=[C:2]1[CH2:7][CH2:6][N:5]([C:8]([O:10][C:11]([CH3:14])([CH3:13])[CH3:12])=[O:9])[CH2:4][CH2:3]1.[NH3:15].[C-]#N.[Na+].[NH4+:19].[Cl-].[CH3:21]O.